From a dataset of TCR-epitope binding with 47,182 pairs between 192 epitopes and 23,139 TCRs. Binary Classification. Given a T-cell receptor sequence (or CDR3 region) and an epitope sequence, predict whether binding occurs between them. (1) The epitope is LPRRSGAAGA. The TCR CDR3 sequence is CASSVESGGLSYEQYF. Result: 1 (the TCR binds to the epitope). (2) The epitope is YLNTLTLAV. The TCR CDR3 sequence is CASSDTGGRDEQFF. Result: 0 (the TCR does not bind to the epitope). (3) Result: 0 (the TCR does not bind to the epitope). The TCR CDR3 sequence is CASSGGQENIQYF. The epitope is KPLEFGATSAAL. (4) The epitope is SGPLKAEIAQRLED. The TCR CDR3 sequence is CASSVNNRGTEQYF. Result: 0 (the TCR does not bind to the epitope). (5) The epitope is KLPDDFTGCV. The TCR CDR3 sequence is CASSLDASSSYNSPLHF. Result: 1 (the TCR binds to the epitope).